This data is from Catalyst prediction with 721,799 reactions and 888 catalyst types from USPTO. The task is: Predict which catalyst facilitates the given reaction. (1) Reactant: [CH3:1][C:2]1[CH:10]=[C:9]([C@@H:11]([O:13][C:14]2[CH:19]=[CH:18][CH:17]=[CH:16][CH:15]=2)[CH3:12])[CH:8]=[CH:7][C:3]=1[C:4]([OH:6])=O.F[P-](F)(F)(F)(F)F.N1(OC(N(C)C)=[N+](C)C)C2N=CC=CC=2N=N1.C(N(CC)CC)C.[NH2:51][CH2:52][C:53]1[C:54]([OH:61])=[N:55][C:56]([CH3:60])=[CH:57][C:58]=1[CH3:59]. Product: [OH:61][C:54]1[C:53]([CH2:52][NH:51][C:4](=[O:6])[C:3]2[CH:7]=[CH:8][C:9]([C@@H:11]([O:13][C:14]3[CH:19]=[CH:18][CH:17]=[CH:16][CH:15]=3)[CH3:12])=[CH:10][C:2]=2[CH3:1])=[C:58]([CH3:59])[CH:57]=[C:56]([CH3:60])[N:55]=1. The catalyst class is: 46. (2) Reactant: [CH3:1][NH:2][C:3]1[C:8]([NH2:9])=[CH:7][C:6]([C:10]([F:13])([F:12])[F:11])=[CH:5][N:4]=1.[Cl:14][C:15]1[N:23]=[CH:22][CH:21]=[CH:20][C:16]=1[C:17](O)=O.CCN=C=NCCCN(C)C.Cl.N1C=CC=CC=1. Product: [Cl:14][C:15]1[C:16]([C:17]2[N:2]([CH3:1])[C:3]3=[N:4][CH:5]=[C:6]([C:10]([F:11])([F:12])[F:13])[CH:7]=[C:8]3[N:9]=2)=[CH:20][CH:21]=[CH:22][N:23]=1. The catalyst class is: 6.